Dataset: Catalyst prediction with 721,799 reactions and 888 catalyst types from USPTO. Task: Predict which catalyst facilitates the given reaction. (1) Reactant: [CH:1]1([C:5]2[C:28]([CH:29]3[CH2:31][CH2:30]3)=[CH:27][C:8]([CH2:9][N:10]3[CH2:15][CH2:14][CH:13]([N:16]4[CH:21]=[CH:20][C:19]([C:22]([O:24]C)=[O:23])=[CH:18][C:17]4=[O:26])[CH2:12][CH2:11]3)=[C:7]([O:32][CH2:33][CH3:34])[CH:6]=2)[CH2:4][CH2:3][CH2:2]1.[OH-].[Na+].Cl. Product: [CH:1]1([C:5]2[C:28]([CH:29]3[CH2:30][CH2:31]3)=[CH:27][C:8]([CH2:9][N:10]3[CH2:15][CH2:14][CH:13]([N:16]4[CH:21]=[CH:20][C:19]([C:22]([OH:24])=[O:23])=[CH:18][C:17]4=[O:26])[CH2:12][CH2:11]3)=[C:7]([O:32][CH2:33][CH3:34])[CH:6]=2)[CH2:2][CH2:3][CH2:4]1. The catalyst class is: 8. (2) Reactant: [CH2:1]([O:8][C:9]1[CH:10]=[C:11]2[C:16](=[CH:17][CH:18]=1)[C:15](=[O:19])[N:14]([CH2:20][CH:21]([CH3:23])[CH3:22])[C:13]([CH2:24][N:25]1C(=O)C3C(=CC=CC=3)C1=O)=[C:12]2[C:36]1[CH:41]=[CH:40][C:39]([Cl:42])=[CH:38][CH:37]=1)[C:2]1[CH:7]=[CH:6][CH:5]=[CH:4][CH:3]=1.O.NN.C(=O)([O-])O.[Na+].[C:59](O[C:59]([O:61][C:62]([CH3:65])([CH3:64])[CH3:63])=[O:60])([O:61][C:62]([CH3:65])([CH3:64])[CH3:63])=[O:60]. Product: [CH2:1]([O:8][C:9]1[CH:10]=[C:11]2[C:16](=[CH:17][CH:18]=1)[C:15](=[O:19])[N:14]([CH2:20][CH:21]([CH3:22])[CH3:23])[C:13]([CH2:24][NH:25][C:59](=[O:60])[O:61][C:62]([CH3:63])([CH3:64])[CH3:65])=[C:12]2[C:36]1[CH:37]=[CH:38][C:39]([Cl:42])=[CH:40][CH:41]=1)[C:2]1[CH:3]=[CH:4][CH:5]=[CH:6][CH:7]=1. The catalyst class is: 40. (3) Reactant: [CH3:1][O:2][C:3]1[CH:12]=[CH:11][C:6]([C:7]([O:9]C)=[O:8])=[CH:5][C:4]=1[N:13]([CH2:18][CH2:19][N:20]1[CH2:25][CH2:24][O:23][CH2:22][CH2:21]1)[S:14]([CH3:17])(=[O:16])=[O:15].Cl. Product: [CH3:1][O:2][C:3]1[CH:12]=[CH:11][C:6]([C:7]([OH:9])=[O:8])=[CH:5][C:4]=1[N:13]([CH2:18][CH2:19][N:20]1[CH2:25][CH2:24][O:23][CH2:22][CH2:21]1)[S:14]([CH3:17])(=[O:16])=[O:15]. The catalyst class is: 12. (4) Reactant: Cl[C:2]1[C:11]([N+:12]([O-:14])=[O:13])=[CH:10][C:5]([C:6]([O:8][CH3:9])=[O:7])=[CH:4][N:3]=1.[NH:15]1[CH2:20][CH2:19][CH2:18][CH2:17][C@H:16]1[C:21]([O:23][CH3:24])=[O:22]. Product: [CH3:24][O:23][C:21]([C@@H:16]1[CH2:17][CH2:18][CH2:19][CH2:20][N:15]1[C:2]1[C:11]([N+:12]([O-:14])=[O:13])=[CH:10][C:5]([C:6]([O:8][CH3:9])=[O:7])=[CH:4][N:3]=1)=[O:22]. The catalyst class is: 13. (5) Reactant: S(Cl)(Cl)(=O)=O.Cl[CH2:7][Cl:8].[Br:9][C:10]1[CH:19]=[C:18]2[C:13]([C:14]([C:20]3[C:24]([C:25]4[CH:30]=[CH:29][CH:28]=[CH:27][N:26]=4)=[N:23][N:22]4[CH2:31][CH2:32]C[C:21]=34)=[CH:15][CH:16]=[N:17]2)=[CH:12][CH:11]=1. Product: [Br:9][C:10]1[CH:19]=[C:18]2[C:13]([C:14]([C:20]3[C:24]([C:25]4[CH:30]=[CH:29][CH:28]=[CH:27][N:26]=4)=[N:23][N:22]4[CH2:31][CH2:32][CH:7]([Cl:8])[C:21]=34)=[CH:15][CH:16]=[N:17]2)=[CH:12][CH:11]=1. The catalyst class is: 17. (6) Reactant: [NH2-].[Na+].Cl.[F:4][C:5]1[CH:10]=[CH:9][C:8]([NH:11][NH2:12])=[CH:7][CH:6]=1.Br[CH2:14][C:15]1[CH:20]=[CH:19][C:18]([F:21])=[CH:17][CH:16]=1. Product: [F:21][C:18]1[CH:19]=[CH:20][C:15]([CH2:14][N:11]([C:8]2[CH:9]=[CH:10][C:5]([F:4])=[CH:6][CH:7]=2)[NH2:12])=[CH:16][CH:17]=1. The catalyst class is: 7.